From a dataset of Orexin1 receptor HTS with 218,158 compounds and 233 confirmed actives. Binary Classification. Given a drug SMILES string, predict its activity (active/inactive) in a high-throughput screening assay against a specified biological target. (1) The molecule is s1c2c(nc1NC(=O)CSc1snc(SC)n1)ccc(OC)c2. The result is 0 (inactive). (2) The compound is O=C/1n2c(=N/C(=N/c3ccccc3)C1=C/NO)ccc(c2)C. The result is 1 (active). (3) The compound is [nH]1nc(c2c(N)cccc2)cc1C. The result is 0 (inactive).